The task is: Predict the reactants needed to synthesize the given product.. This data is from Full USPTO retrosynthesis dataset with 1.9M reactions from patents (1976-2016). Given the product [F:82][C:72]1[CH:73]=[C:74]([S:78]([CH3:81])(=[O:80])=[O:79])[C:75]([CH3:77])=[CH:76][C:71]=1[NH:1][C@H:2]1[CH2:6][CH2:5][N:4]([CH:7]2[CH2:12][CH2:11][N:10]([C:13]([O:15][CH2:16][C:17]3[CH:22]=[CH:21][CH:20]=[CH:19][CH:18]=3)=[O:14])[CH2:9][CH2:8]2)[C:3]1=[O:23], predict the reactants needed to synthesize it. The reactants are: [NH2:1][C@H:2]1[CH2:6][CH2:5][N:4]([CH:7]2[CH2:12][CH2:11][N:10]([C:13]([O:15][CH2:16][C:17]3[CH:22]=[CH:21][CH:20]=[CH:19][CH:18]=3)=[O:14])[CH2:9][CH2:8]2)[C:3]1=[O:23].C1C=CC(P(C2C=CC3C(=CC=CC=3)C=2C2C3C(=CC=CC=3)C=CC=2P(C2C=CC=CC=2)C2C=CC=CC=2)C2C=CC=CC=2)=CC=1.Br[C:71]1[CH:76]=[C:75]([CH3:77])[C:74]([S:78]([CH3:81])(=[O:80])=[O:79])=[CH:73][C:72]=1[F:82].C([O-])([O-])=O.[Cs+].[Cs+].